This data is from Experimentally validated miRNA-target interactions with 360,000+ pairs, plus equal number of negative samples. The task is: Binary Classification. Given a miRNA mature sequence and a target amino acid sequence, predict their likelihood of interaction. The miRNA is hsa-miR-4632-5p with sequence GAGGGCAGCGUGGGUGUGGCGGA. The protein sequence of the target gene is MSRRKQGKPQHLSKREFSPEPLEAILTDDEPDHGPLGAPEGDHDLLTCGQCQMNFPLGDILIFIEHKRKQCNGSLCLEKGVDKPPSPSPIEMKKASNPVEVGIQVTPEDDDCLSTSSRGICPKQEHIADKLLHWRGLSSPRSAHGALIPTPGMSAEYAPQGICKDEPSSYTCTTCKQPFTSAWFLLQHAQNTHGLRIYLESEHGSPLTPRVGIPSGLGAECPSQPPLHGIHIADNNPFNLLRIPGSVSREASGLAEGRFPPTPPLFSPPPRHHLDPHRIERLGAEEMALATHHPSAFDRV.... Result: 0 (no interaction).